From a dataset of Catalyst prediction with 721,799 reactions and 888 catalyst types from USPTO. Predict which catalyst facilitates the given reaction. Reactant: [C:1]([CH2:3][CH2:4][O:5][C:6]([C:8]1[CH:13]([C:14]2[CH:19]=[CH:18][C:17]([F:20])=[C:16]([F:21])[CH:15]=2)[NH:12][C:11]([O:22][CH3:23])=[N:10][C:9]=1[CH2:24][O:25][CH3:26])=[O:7])#[N:2].Cl[C:28]([O:30][C:31]1[CH:36]=[CH:35][C:34]([N+:37]([O-:39])=[O:38])=[CH:33][CH:32]=1)=[O:29]. Product: [C:1]([CH2:3][CH2:4][O:5][C:6]([C:8]1[CH:13]([C:14]2[CH:19]=[CH:18][C:17]([F:20])=[C:16]([F:21])[CH:15]=2)[N:12]([C:28]([O:30][C:31]2[CH:32]=[CH:33][C:34]([N+:37]([O-:39])=[O:38])=[CH:35][CH:36]=2)=[O:29])[C:11]([O:22][CH3:23])=[N:10][C:9]=1[CH2:24][O:25][CH3:26])=[O:7])#[N:2]. The catalyst class is: 79.